This data is from Reaction yield outcomes from USPTO patents with 853,638 reactions. The task is: Predict the reaction yield, written as a fraction of the theoretical maximum amount of product (1.0 means a 100% yield; for example, 0.34 means a 34% yield). (1) The reactants are [CH3:1][N:2](P(N(C)C)(N(C)C)=O)[CH3:3].CNC.CO[C:17]1[CH:26]=[CH:25][C:24]2[C:19](=[CH:20][CH:21]=[C:22]([C:27](=[O:39])[CH2:28][CH2:29][CH2:30][CH2:31][CH2:32][CH2:33][CH2:34][CH2:35][CH2:36][CH2:37][CH3:38])[CH:23]=2)[CH:18]=1. The catalyst is C1C=CC=CC=1. The product is [CH3:38][CH2:37][CH2:36][CH2:35][CH2:34][CH2:33][CH2:32][CH2:31][CH2:30][CH2:29][CH2:28][C:27]([C:22]1[CH:21]=[CH:20][C:19]2[CH:18]=[C:17]([N:2]([CH3:3])[CH3:1])[CH:26]=[CH:25][C:24]=2[CH:23]=1)=[O:39]. The yield is 0.660. (2) The reactants are C[O:2][C:3](=[O:27])[C:4]1[CH:9]=[CH:8][C:7]([CH:10]2[CH2:15][CH2:14][N:13]([C:16]([C:18]3[O:19][CH:20]=[CH:21][CH:22]=3)=[O:17])[CH2:12][CH2:11]2)=[C:6]([C:23]([F:26])([F:25])[F:24])[CH:5]=1.O.[OH-].[Li+]. The catalyst is O1CCCC1.O. The product is [O:19]1[CH:20]=[CH:21][CH:22]=[C:18]1[C:16]([N:13]1[CH2:14][CH2:15][CH:10]([C:7]2[CH:8]=[CH:9][C:4]([C:3]([OH:27])=[O:2])=[CH:5][C:6]=2[C:23]([F:26])([F:24])[F:25])[CH2:11][CH2:12]1)=[O:17]. The yield is 0. (3) The reactants are [N+:1]([C:4]1[CH:9]=[C:8]([N+:10]([O-])=O)[CH:7]=[CH:6][C:5]=1[S:13][CH2:14][C:15]([OH:17])=O)([O-])=O.O.O.[Sn](Cl)Cl. The catalyst is C(O)C. The product is [NH2:10][C:8]1[CH:7]=[CH:6][C:5]2[S:13][CH2:14][C:15](=[O:17])[NH:1][C:4]=2[CH:9]=1. The yield is 0.520. (4) The reactants are O1CCCCC1[O:7][NH:8][C:9]([C:11]1([S:17]([C:20]2[CH:21]=[N:22][C:23]([C:26]3[CH:31]=[CH:30][C:29]([O:32][CH2:33][C:34]([F:37])([F:36])[F:35])=[CH:28][CH:27]=3)=[CH:24][CH:25]=2)(=[O:19])=[O:18])[CH2:16][CH2:15][O:14][CH2:13][CH2:12]1)=[O:10].C[OH:39].Cl. The catalyst is O1CCOCC1. The product is [F:35][C:34]([F:37])([F:36])[C:33]([OH:39])=[O:32].[OH:7][NH:8][C:9]([C:11]1([S:17]([C:20]2[CH:21]=[N:22][C:23]([C:26]3[CH:31]=[CH:30][C:29]([O:32][CH2:33][C:34]([F:37])([F:36])[F:35])=[CH:28][CH:27]=3)=[CH:24][CH:25]=2)(=[O:19])=[O:18])[CH2:12][CH2:13][O:14][CH2:15][CH2:16]1)=[O:10]. The yield is 0.280. (5) The catalyst is CCO.CCOC(C)=O. The product is [C:30]1([C:33]2[CH:34]=[CH:35][CH:36]=[CH:37][CH:38]=2)[CH:29]=[CH:28][C:27]([C:24]2[CH:25]=[CH:26][N:22]([C@@H:11]([C:12]([NH:14][C@@H:15]([CH2:20][OH:21])[C:16]([OH:19])([CH3:17])[CH3:18])=[O:13])[CH2:10][C:9]([OH:39])=[O:8])[CH:23]=2)=[CH:32][CH:31]=1. The reactants are C([O:8][C:9](=[O:39])[CH2:10][C@@H:11]([N:22]1[CH:26]=[CH:25][C:24]([C:27]2[CH:32]=[CH:31][C:30]([C:33]3[CH:38]=[CH:37][CH:36]=[CH:35][CH:34]=3)=[CH:29][CH:28]=2)=[CH:23]1)[C:12]([NH:14][C@@H:15]([CH2:20][OH:21])[C:16]([OH:19])([CH3:18])[CH3:17])=[O:13])C1C=CC=CC=1. The yield is 0.750. (6) The reactants are [C:1](O)(=[O:12])[CH2:2][C:3]1[C:4](=[CH:8][CH:9]=[CH:10][CH:11]=1)[C:5](O)=[O:6].[H-].[Al+3].[Li+].[H-].[H-].[H-].O.[OH-].[Na+]. The catalyst is O1CCCC1. The product is [OH:6][CH2:5][C:4]1[CH:8]=[CH:9][CH:10]=[CH:11][C:3]=1[CH2:2][CH2:1][OH:12]. The yield is 0.980. (7) The reactants are [O:1]1[CH:5]=[C:4]([C:6]2[CH:11]=[CH:10][C:9]([OH:12])=[CH:8][CH:7]=2)[N:3]=[CH:2]1.[CH2:13]([O:20][C:21]([NH:23][CH2:24][CH2:25]OS(C)(=O)=O)=[O:22])[C:14]1[CH:19]=[CH:18][CH:17]=[CH:16][CH:15]=1.C(=O)([O-])[O-].[K+].[K+]. The catalyst is CS(C)=O. The product is [CH2:13]([O:20][C:21](=[O:22])[NH:23][CH2:24][CH2:25][O:12][C:9]1[CH:8]=[CH:7][C:6]([C:4]2[N:3]=[CH:2][O:1][CH:5]=2)=[CH:11][CH:10]=1)[C:14]1[CH:19]=[CH:18][CH:17]=[CH:16][CH:15]=1. The yield is 0.640. (8) The reactants are [NH2:1]/[C:2](/[C:17]#[N:18])=[C:3](\[NH:6][C:7]([NH:9][CH2:10][CH:11]1[CH2:16][CH2:15][CH2:14][CH2:13][CH2:12]1)=[O:8])/[C:4]#[N:5].N/[C:20](=[C:23](\N)/C#N)/[C:21]#N.N(CC1CCCCC1)=C=[O:29].ClCCl.[O:40]1[CH2:44][CH2:43][CH2:42][CH2:41]1. No catalyst specified. The product is [CH:11]1([CH2:10][N:9]2[C:7](=[O:8])[NH:6][C:3]3[C:4]2=[N:5][C:41]([C:42]2[CH:23]=[CH:20][CH:21]=[C:44]([OH:40])[CH:43]=2)=[N:1][C:2]=3[C:17]([NH2:18])=[O:29])[CH2:16][CH2:15][CH2:14][CH2:13][CH2:12]1. The yield is 0.470.